Dataset: Full USPTO retrosynthesis dataset with 1.9M reactions from patents (1976-2016). Task: Predict the reactants needed to synthesize the given product. The reactants are: [C:1]([O:5][C:6]([NH:8][C@:9]1([C:14]([OH:16])=O)[CH2:11][C@H:10]1[CH:12]=[CH2:13])=[O:7])([CH3:4])([CH3:3])[CH3:2].C1N=CN(C(N2C=NC=C2)=O)C=1.[CH:29]1([S:32]([NH2:35])(=[O:34])=[O:33])[CH2:31][CH2:30]1.C1CCN2C(=NCCC2)CC1. Given the product [CH:29]1([S:32]([NH:35][C:14]([C@@:9]2([NH:8][C:6](=[O:7])[O:5][C:1]([CH3:2])([CH3:3])[CH3:4])[CH2:11][C@H:10]2[CH:12]=[CH2:13])=[O:16])(=[O:34])=[O:33])[CH2:31][CH2:30]1, predict the reactants needed to synthesize it.